From a dataset of Forward reaction prediction with 1.9M reactions from USPTO patents (1976-2016). Predict the product of the given reaction. Given the reactants [Cl:1][C:2]1[CH:3]=[C:4]2[C:9](=[CH:10][C:11]=1[O:12][CH3:13])[NH:8][C:7](=[O:14])[C:6]([CH:15]=O)=[CH:5]2.[CH3:17][C:18]([S:21]([NH2:23])=[O:22])([CH3:20])[CH3:19], predict the reaction product. The product is: [Cl:1][C:2]1[CH:3]=[C:4]2[C:9](=[CH:10][C:11]=1[O:12][CH3:13])[NH:8][C:7](=[O:14])[C:6]([CH:15]=[N:23][S:21]([C:18]([CH3:20])([CH3:19])[CH3:17])=[O:22])=[CH:5]2.